Dataset: Reaction yield outcomes from USPTO patents with 853,638 reactions. Task: Predict the reaction yield, written as a fraction of the theoretical maximum amount of product (1.0 means a 100% yield; for example, 0.34 means a 34% yield). The reactants are [Br:1]N1C(=O)CCC1=O.[Cl:9][C:10]1[C:11]2[N:12]([C:16]([CH:19]3[CH2:39][N:23]4[C:24](=[O:38])[CH2:25][N:26]([C:28]([O:30][CH2:31][C:32]5[CH:37]=[CH:36][CH:35]=[CH:34][CH:33]=5)=[O:29])[CH2:27][CH:22]4[CH2:21][CH2:20]3)=[N:17][CH:18]=2)[CH:13]=[CH:14][N:15]=1. The catalyst is CN(C=O)C. The product is [CH2:31]([O:30][C:28]([N:26]1[CH2:25][C:24](=[O:38])[N:23]2[CH2:39][C@H:19]([C:16]3[N:12]4[CH:13]=[CH:14][N:15]=[C:10]([Cl:9])[C:11]4=[C:18]([Br:1])[N:17]=3)[CH2:20][CH2:21][C@@H:22]2[CH2:27]1)=[O:29])[C:32]1[CH:37]=[CH:36][CH:35]=[CH:34][CH:33]=1. The yield is 0.882.